From a dataset of Forward reaction prediction with 1.9M reactions from USPTO patents (1976-2016). Predict the product of the given reaction. The product is: [NH2:18][C:4]1[N:3]=[C:2]([NH:19][C:20]2[CH:21]=[CH:22][C:23]([CH2:26][CH2:27][CH2:28][CH2:29][OH:30])=[CH:24][CH:25]=2)[CH:7]=[C:6]([C:8]2[CH:13]=[C:12]([Cl:14])[CH:11]=[CH:10][C:9]=2[O:15][CH2:16][CH3:17])[N:5]=1. Given the reactants Cl[C:2]1[CH:7]=[C:6]([C:8]2[CH:13]=[C:12]([Cl:14])[CH:11]=[CH:10][C:9]=2[O:15][CH2:16][CH3:17])[N:5]=[C:4]([NH2:18])[N:3]=1.[NH2:19][C:20]1[CH:25]=[CH:24][C:23]([CH2:26][CH2:27][CH2:28][CH2:29][OH:30])=[CH:22][CH:21]=1, predict the reaction product.